From a dataset of Forward reaction prediction with 1.9M reactions from USPTO patents (1976-2016). Predict the product of the given reaction. (1) Given the reactants [Cl:1][C:2]1[CH:9]=[CH:8][C:5]([CH2:6]Cl)=[CH:4][CH:3]=1.[Mg].[Cl:11][C:12]1[N:17]=[CH:16][C:15]([C:18](=O)[CH3:19])=[CH:14][CH:13]=1.[Cl-].[NH4+].O.C1(C)C=CC(S(O)(=O)=O)=CC=1.[OH-].[Na+], predict the reaction product. The product is: [Cl:11][C:12]1[CH:13]=[CH:14][C:15](/[C:18](/[CH3:19])=[CH:6]/[C:5]2[CH:8]=[CH:9][C:2]([Cl:1])=[CH:3][CH:4]=2)=[CH:16][N:17]=1. (2) Given the reactants [OH:1][N:2]=[C:3]([NH2:14])[CH2:4][C:5]1[CH:10]=[CH:9][C:8]([N+:11]([O-:13])=[O:12])=[CH:7][CH:6]=1.CN(C)C(=O)C.[C:21](Cl)(=O)[CH2:22][CH3:23], predict the reaction product. The product is: [CH2:22]([C:23]1[O:1][N:2]=[C:3]([CH2:4][C:5]2[CH:6]=[CH:7][C:8]([N+:11]([O-:13])=[O:12])=[CH:9][CH:10]=2)[N:14]=1)[CH3:21]. (3) Given the reactants [CH3:1][C:2]1[CH:7]=[CH:6][C:5]([NH2:8])=[CH:4][C:3]=1[NH:9][C:10]1[N:15]=[C:14]([C:16]2[CH:21]=[N:20][CH:19]=[CH:18][N:17]=2)[CH:13]=[CH:12][N:11]=1.[F:22][C:23]([F:37])([O:27][C:28]1[CH:29]=[C:30]([CH:34]=[CH:35][CH:36]=1)[C:31](O)=[O:32])[CH:24]([F:26])[F:25].F[P-](F)(F)(F)(F)F.N1(O[P+](N(C)C)(N(C)C)N(C)C)C2C=CC=CC=2N=N1.CCN(C(C)C)C(C)C, predict the reaction product. The product is: [CH3:1][C:2]1[CH:7]=[CH:6][C:5]([NH:8][C:31](=[O:32])[C:30]2[CH:34]=[CH:35][CH:36]=[C:28]([O:27][C:23]([F:22])([F:37])[CH:24]([F:25])[F:26])[CH:29]=2)=[CH:4][C:3]=1[NH:9][C:10]1[N:15]=[C:14]([C:16]2[CH:21]=[N:20][CH:19]=[CH:18][N:17]=2)[CH:13]=[CH:12][N:11]=1. (4) Given the reactants Br[C:2]1[CH:7]=[C:6]([O:8][CH3:9])[CH:5]=[C:4]([O:10][CH3:11])[CH:3]=1.[Cl:12][C:13]1[N:18]=[C:17]([NH2:19])[C:16]([CH3:20])=[CH:15][N:14]=1.CC1(C)C2C(=C(P(C3C=CC=CC=3)C3C=CC=CC=3)C=CC=2)OC2C(P(C3C=CC=CC=3)C3C=CC=CC=3)=CC=CC1=2.CC(C)([O-])C.[K+], predict the reaction product. The product is: [Cl:12][C:13]1[N:18]=[C:17]([NH:19][C:2]2[CH:7]=[C:6]([O:8][CH3:9])[CH:5]=[C:4]([O:10][CH3:11])[CH:3]=2)[C:16]([CH3:20])=[CH:15][N:14]=1. (5) Given the reactants C([NH:8][C@H:9]1[CH2:14][CH2:13][N:12](C(OC(C)(C)C)=O)[CH2:11][C@H:10]1[F:22])C1C=CC=CC=1.Cl[C:24]([O:26][CH2:27][C:28]1[CH:33]=[CH:32][CH:31]=[CH:30][CH:29]=1)=[O:25], predict the reaction product. The product is: [CH2:27]([O:26][C:24]([NH:8][CH:9]1[CH2:14][CH2:13][NH:12][CH2:11][CH:10]1[F:22])=[O:25])[C:28]1[CH:33]=[CH:32][CH:31]=[CH:30][CH:29]=1. (6) Given the reactants [F:1][C:2]1[CH:7]=[CH:6][C:5]([F:8])=[CH:4][C:3]=1[C:9]1[N:13]=[C:12]([CH2:14][C:15]([C:17]2[CH:22]=[CH:21][CH:20]=[CH:19][CH:18]=2)=O)[O:11][N:10]=1.[C:23](O)(=O)C(O)=O.[CH2:29]([NH:32][NH2:33])[CH2:30][CH3:31], predict the reaction product. The product is: [F:1][C:2]1[CH:7]=[CH:6][C:5]([F:8])=[CH:4][C:3]=1[C:9]1[N:13]=[C:12]([C:14]2[CH:23]=[N:33][N:32]([CH2:29][CH2:30][CH3:31])[C:15]=2[C:17]2[CH:22]=[CH:21][CH:20]=[CH:19][CH:18]=2)[O:11][N:10]=1. (7) Given the reactants [C:1]([O:5][C:6]([NH:8][CH2:9][CH:10]([CH3:14])[C:11]([OH:13])=O)=[O:7])([CH3:4])([CH3:3])[CH3:2].[CH2:15]([N:17]1[C:29]2[CH:28]=[CH:27][C:26]([CH2:30][NH2:31])=[CH:25][C:24]=2[C:23]2[C:18]1=[CH:19][CH:20]=[CH:21][CH:22]=2)[CH3:16], predict the reaction product. The product is: [CH2:15]([N:17]1[C:29]2[CH:28]=[CH:27][C:26]([CH2:30][NH:31][C:11](=[O:13])[CH:10]([CH3:14])[CH2:9][NH:8][C:6](=[O:7])[O:5][C:1]([CH3:2])([CH3:3])[CH3:4])=[CH:25][C:24]=2[C:23]2[C:18]1=[CH:19][CH:20]=[CH:21][CH:22]=2)[CH3:16].